Dataset: Full USPTO retrosynthesis dataset with 1.9M reactions from patents (1976-2016). Task: Predict the reactants needed to synthesize the given product. (1) Given the product [C:1]([O:4][CH2:5][C:6]1[CH:7]=[C:8]([CH2:12][O:13][C:14](=[O:16])[CH3:15])[CH:9]=[CH:10][C:11]=1[Br:22])(=[O:3])[CH3:2], predict the reactants needed to synthesize it. The reactants are: [C:1]([O:4][CH2:5][C:6]1[CH:11]=[CH:10][CH:9]=[C:8]([CH2:12][O:13][C:14](=[O:16])[CH3:15])[CH:7]=1)(=[O:3])[CH3:2].C([O-])(=O)C.[Na+].[Br:22]Br.S([O-])([O-])=O.[Na+].[Na+]. (2) The reactants are: [CH3:1][O-:2].[Na+].F[C:5]1[CH:6]=[C:7]([CH:10]=[C:11]([Br:13])[CH:12]=1)[C:8]#[N:9]. Given the product [Br:13][C:11]1[CH:10]=[C:7]([CH:6]=[C:5]([O:2][CH3:1])[CH:12]=1)[C:8]#[N:9], predict the reactants needed to synthesize it. (3) Given the product [C:10]([CH:3]([C:4]1[CH:9]=[CH:8][CH:7]=[CH:6][CH:5]=1)[C:12]([O:13][CH2:14][CH3:15])=[O:16])#[N:11], predict the reactants needed to synthesize it. The reactants are: [H-].[Na+].[CH2:3]([C:10]#[N:11])[C:4]1[CH:9]=[CH:8][CH:7]=[CH:6][CH:5]=1.[C:12](=O)([O:16]CC)[O:13][CH2:14][CH3:15]. (4) Given the product [NH:1]([C:8]1[N:13]=[C:12]([CH:14]=[N:17][OH:18])[CH:11]=[CH:10][N:9]=1)[C:2]1[CH:7]=[CH:6][CH:5]=[CH:4][CH:3]=1, predict the reactants needed to synthesize it. The reactants are: [NH:1]([C:8]1[N:13]=[C:12]([CH:14]=O)[CH:11]=[CH:10][N:9]=1)[C:2]1[CH:7]=[CH:6][CH:5]=[CH:4][CH:3]=1.Cl.[NH2:17][OH:18].N1C=CC=CC=1. (5) Given the product [Cl:30][C:27]1[CH:28]=[CH:29][C:24]([C:21]2[CH:22]=[CH:23][C:18]([C:17]#[C:16][C:4]3[CH:5]=[CH:6][C:7]([O:8][CH2:9][CH2:10][N:11]4[CH2:15][CH2:14][CH2:13][CH2:12]4)=[C:2]([C:18]4[CH:23]=[CH:22][CH:21]=[CH:20][N:19]=4)[CH:3]=3)=[N:19][CH:20]=2)=[CH:25][CH:26]=1, predict the reactants needed to synthesize it. The reactants are: Br[C:2]1[CH:3]=[C:4]([C:16]#[C:17][C:18]2[CH:23]=[CH:22][C:21]([C:24]3[CH:29]=[CH:28][C:27]([Cl:30])=[CH:26][CH:25]=3)=[CH:20][N:19]=2)[CH:5]=[CH:6][C:7]=1[O:8][CH2:9][CH2:10][N:11]1[CH2:15][CH2:14][CH2:13][CH2:12]1.C([O-])([O-])=O.[Na+].[Na+]. (6) The reactants are: [NH2:1][CH2:2][C@@H:3]1[CH2:6][C@H:5]([N:7]2[C:11]3[N:12]=[CH:13][N:14]=[C:15]([NH2:16])[C:10]=3[C:9]([C:17]3[CH:22]=[CH:21][CH:20]=[C:19]([O:23][CH2:24][C:25]4[CH:30]=[CH:29][CH:28]=[CH:27][CH:26]=4)[CH:18]=3)=[CH:8]2)[CH2:4]1.[C:31]([N:35]=[C:36]=[O:37])([CH3:34])([CH3:33])[CH3:32]. Given the product [NH2:16][C:15]1[C:10]2[C:9]([C:17]3[CH:22]=[CH:21][CH:20]=[C:19]([O:23][CH2:24][C:25]4[CH:30]=[CH:29][CH:28]=[CH:27][CH:26]=4)[CH:18]=3)=[CH:8][N:7]([C@@H:5]3[CH2:4][C@H:3]([CH2:2][NH:1][C:36]([NH:35][C:31]([CH3:34])([CH3:33])[CH3:32])=[O:37])[CH2:6]3)[C:11]=2[N:12]=[CH:13][N:14]=1, predict the reactants needed to synthesize it.